This data is from Catalyst prediction with 721,799 reactions and 888 catalyst types from USPTO. The task is: Predict which catalyst facilitates the given reaction. (1) Reactant: [CH3:1][O:2][C:3](/[C:5](/NC(=O)OC(C)(C)C)=[CH:6]/[C:7]1[CH:15]=[C:14]([CH3:16])[C:13]2[C:9](=[CH:10][N:11]([CH2:17][O:18][CH2:19][CH2:20][Si:21]([CH3:24])([CH3:23])[CH3:22])[N:12]=2)[CH:8]=1)=[O:4].FC(F)(F)C(O)=[O:36].C([BH3-])#N.[Na+].O1CCCC1. The catalyst class is: 96. Product: [CH3:22][Si:21]([CH3:24])([CH3:23])[CH2:20][CH2:19][O:18][CH2:17][N:11]1[CH:10]=[C:9]2[C:13]([C:14]([CH3:16])=[CH:15][C:7]([CH2:6][CH:5]([OH:36])[C:3]([O:2][CH3:1])=[O:4])=[CH:8]2)=[N:12]1. (2) Reactant: [CH2:1]([O-])[CH3:2].[Na+].[C:5]([CH2:7][C:8]([NH2:10])=[O:9])#[N:6].[C:11](O)(=O)C. Product: [C:5]([C:7]1[C:8](=[O:9])[NH:10][CH:11]=[CH:1][CH:2]=1)#[N:6]. The catalyst class is: 8. (3) Reactant: O[CH2:2][CH2:3][NH:4][C:5](=[O:11])[O:6][C:7]([CH3:10])([CH3:9])[CH3:8].C1(P(C2C=CC=CC=2)C2C=CC=CC=2)C=CC=CC=1.[Cl:31]CC1CCN(C(OC(C)(C)C)=O)CC1. Product: [Cl:31][CH2:2][CH2:3][NH:4][C:5](=[O:11])[O:6][C:7]([CH3:10])([CH3:9])[CH3:8]. The catalyst class is: 53. (4) Reactant: O[C@@H:2]1[C@@H:7]([CH:8]=[CH2:9])[O:6][C:5]([CH3:11])([CH3:10])[CH2:4][C:3]1=[O:12].ClCCCl.O(C(C(C)(C)C)=O)C(C(C)(C)C)=O.CC([O-])=O.[Na+]. Product: [OH:6][C:5]([CH3:11])([CH2:4][C:3](=[O:12])/[CH:2]=[CH:7]/[CH:8]=[CH2:9])[CH3:10]. The catalyst class is: 754. (5) Reactant: Br[C:2]1[CH:7]=[CH:6][C:5]([I:8])=[CH:4][N:3]=1.[CH3:9][N:10]1[CH2:16][CH2:15][CH2:14][NH:13][CH2:12][CH2:11]1.C(=O)([O-])[O-].[K+].[K+].C(OCC)(=O)C. Product: [I:8][C:5]1[CH:6]=[CH:7][C:2]([N:13]2[CH2:14][CH2:15][CH2:16][N:10]([CH3:9])[CH2:11][CH2:12]2)=[N:3][CH:4]=1. The catalyst class is: 179.